Dataset: Peptide-MHC class II binding affinity with 134,281 pairs from IEDB. Task: Regression. Given a peptide amino acid sequence and an MHC pseudo amino acid sequence, predict their binding affinity value. This is MHC class II binding data. (1) The peptide sequence is SCIAIGIITLYLGAVVQA. The MHC is DRB1_0301 with pseudo-sequence DRB1_0301. The binding affinity (normalized) is 0.221. (2) The peptide sequence is GELQIVDKIMAAFKI. The binding affinity (normalized) is 0.745. The MHC is DRB1_1201 with pseudo-sequence DRB1_1201. (3) The peptide sequence is AFKVAATAINAAPAN. The MHC is DRB1_0901 with pseudo-sequence DRB1_0901. The binding affinity (normalized) is 0.826. (4) The peptide sequence is AAGTYVAADAAAASS. The MHC is DRB1_0901 with pseudo-sequence DRB1_0901. The binding affinity (normalized) is 0.566. (5) The peptide sequence is SVKRSNGSAEVHRGA. The MHC is HLA-DQA10401-DQB10402 with pseudo-sequence HLA-DQA10401-DQB10402. The binding affinity (normalized) is 0. (6) The binding affinity (normalized) is 0.329. The MHC is HLA-DQA10501-DQB10402 with pseudo-sequence HLA-DQA10501-DQB10402. The peptide sequence is QIGNRPGPSRGVQGF. (7) The peptide sequence is LWEVKSAKPLTGPMN. The MHC is HLA-DQA10501-DQB10301 with pseudo-sequence HLA-DQA10501-DQB10301. The binding affinity (normalized) is 0.642.